From a dataset of Forward reaction prediction with 1.9M reactions from USPTO patents (1976-2016). Predict the product of the given reaction. (1) Given the reactants [C:1]([NH:5][CH2:6][CH2:7][N:8]([CH3:23])[C:9]1[N:14]=[C:13]([NH:15]C(=O)OC(C)(C)C)[CH:12]=[CH:11][CH:10]=1)(=[O:4])[CH:2]=[CH2:3].C(O)(C(F)(F)F)=O, predict the reaction product. The product is: [NH2:15][C:13]1[N:14]=[C:9]([N:8]([CH3:23])[CH2:7][CH2:6][NH:5][C:1](=[O:4])[CH:2]=[CH2:3])[CH:10]=[CH:11][CH:12]=1. (2) Given the reactants [NH2:1][CH2:2][C@H:3]1[N:8]([C:9]([C:11]2[N:12]=[C:13]([CH3:23])[S:14][C:15]=2[C:16]2[CH:17]=[C:18]([CH3:22])[CH:19]=[CH:20][CH:21]=2)=[O:10])[CH2:7][C@H:6]2[C@@H:4]1[CH2:5]2.[CH3:24][C:25]1[S:29][C:28]2=[N:30][C:31]([CH3:36])=[C:32]([C:33](O)=[O:34])[N:27]2[CH:26]=1, predict the reaction product. The product is: [CH3:23][C:13]1[S:14][C:15]([C:16]2[CH:17]=[C:18]([CH3:22])[CH:19]=[CH:20][CH:21]=2)=[C:11]([C:9]([N:8]2[CH2:7][C@H:6]3[C@H:4]([CH2:5]3)[C@H:3]2[CH2:2][NH:1][C:33]([C:32]2[N:27]3[C:28]([S:29][C:25]([CH3:24])=[CH:26]3)=[N:30][C:31]=2[CH3:36])=[O:34])=[O:10])[N:12]=1. (3) Given the reactants [Cl:1][C:2]1[CH:7]=[C:6]([Cl:8])[CH:5]=[CH:4][C:3]=1[OH:9].F[C:11]1[CH:18]=[CH:17][CH:16]=[CH:15][C:12]=1[C:13]#[N:14].C(=O)([O-])[O-].[K+].[K+], predict the reaction product. The product is: [Cl:1][C:2]1[CH:7]=[C:6]([Cl:8])[CH:5]=[CH:4][C:3]=1[O:9][C:11]1[CH:18]=[CH:17][CH:16]=[CH:15][C:12]=1[C:13]#[N:14]. (4) Given the reactants Br[C:2]1[CH:3]=[C:4]2[C:9](=[CH:10][CH:11]=1)[N:8]=[C:7]([NH:12][C@@H:13]1[CH2:17][CH2:16][CH2:15][C@@H:14]1[NH:18][C:19](=[O:25])[O:20][C:21]([CH3:24])([CH3:23])[CH3:22])[N:6]=[CH:5]2.[Cl:26][C:27]1[C:32]([O:33][CH2:34][CH3:35])=[CH:31][CH:30]=[C:29]([F:36])[C:28]=1B(O)O.P([O-])([O-])([O-])=O.[K+].[K+].[K+], predict the reaction product. The product is: [Cl:26][C:27]1[C:32]([O:33][CH2:34][CH3:35])=[CH:31][CH:30]=[C:29]([F:36])[C:28]=1[C:2]1[CH:3]=[C:4]2[C:9](=[CH:10][CH:11]=1)[N:8]=[C:7]([NH:12][C@@H:13]1[CH2:17][CH2:16][CH2:15][C@@H:14]1[NH:18][C:19](=[O:25])[O:20][C:21]([CH3:23])([CH3:24])[CH3:22])[N:6]=[CH:5]2. (5) Given the reactants [Cl:1][C:2]1[CH:7]=[CH:6][C:5]([NH:8][C:9](=[O:27])[CH2:10][CH2:11][C:12]2[CH:17]=[CH:16][C:15]([O:18][C:19]3[CH:24]=[CH:23][N:22]=[C:21]([C:25]#[N:26])[CH:20]=3)=[CH:14][CH:13]=2)=[CH:4][C:3]=1[C:28]([F:31])([F:30])[F:29].Cl.[NH2:33][OH:34].CCN(C(C)C)C(C)C, predict the reaction product. The product is: [Cl:1][C:2]1[CH:7]=[CH:6][C:5]([NH:8][C:9](=[O:27])[CH2:10][CH2:11][C:12]2[CH:17]=[CH:16][C:15]([O:18][C:19]3[CH:24]=[CH:23][N:22]=[C:21]([C:25]([NH:33][OH:34])=[NH:26])[CH:20]=3)=[CH:14][CH:13]=2)=[CH:4][C:3]=1[C:28]([F:31])([F:29])[F:30].